Dataset: Reaction yield outcomes from USPTO patents with 853,638 reactions. Task: Predict the reaction yield, written as a fraction of the theoretical maximum amount of product (1.0 means a 100% yield; for example, 0.34 means a 34% yield). (1) The reactants are [CH3:1][CH:2]([C:16](=[O:28])[CH:17]=[CH:18][C:19]1[CH:24]=[CH:23][C:22]([OH:25])=[C:21]([O:26][CH3:27])[CH:20]=1)[C:3](=[O:15])[CH:4]=[CH:5][C:6]1[CH:11]=[CH:10][C:9]([OH:12])=[C:8]([O:13][CH3:14])[CH:7]=1. The catalyst is [Pd].C(OCC)(=O)C. The product is [CH3:1][CH:2]([C:3](=[O:15])[CH2:4][CH2:5][C:6]1[CH:11]=[CH:10][C:9]([OH:12])=[C:8]([O:13][CH3:14])[CH:7]=1)[C:16](=[O:28])[CH2:17][CH2:18][C:19]1[CH:24]=[CH:23][C:22]([OH:25])=[C:21]([O:26][CH3:27])[CH:20]=1. The yield is 0.380. (2) The reactants are Br[C:2]1[N:7]=[N:6][C:5]([NH2:8])=[N:4][C:3]=1[C:9]1[CH:14]=[CH:13][CH:12]=[CH:11][CH:10]=1.[CH3:15][C:16]1[CH:17]=[C:18](B(O)O)[CH:19]=[CH:20][C:21]=1[CH3:22]. No catalyst specified. The product is [CH3:15][C:16]1[CH:17]=[C:18]([C:2]2[N:7]=[N:6][C:5]([NH2:8])=[N:4][C:3]=2[C:9]2[CH:14]=[CH:13][CH:12]=[CH:11][CH:10]=2)[CH:19]=[CH:20][C:21]=1[CH3:22]. The yield is 0.670. (3) The reactants are CC(C)(C)C[O:4][S:5]([C:8]1[CH:13]=[CH:12][CH:11]=[C:10]([C:14]2[CH:19]=[C:18]([C:20]3[N:25]=[C:24]([C:26]([F:29])([F:28])[F:27])[CH:23]=[C:22]([C:30]4[CH:35]=[CH:34][C:33]([C:36]([F:39])([F:38])[F:37])=[CH:32][CH:31]=4)[N:21]=3)[CH:17]=[CH:16][N:15]=2)[CH:9]=1)(=[O:7])=[O:6].[ClH:42]. The catalyst is O1CCOCC1. The product is [ClH:42].[F:29][C:26]([F:27])([F:28])[C:24]1[CH:23]=[C:22]([C:30]2[CH:31]=[CH:32][C:33]([C:36]([F:39])([F:38])[F:37])=[CH:34][CH:35]=2)[N:21]=[C:20]([C:18]2[CH:17]=[CH:16][N:15]=[C:14]([C:10]3[CH:9]=[C:8]([S:5]([OH:7])(=[O:6])=[O:4])[CH:13]=[CH:12][CH:11]=3)[CH:19]=2)[N:25]=1. The yield is 0.900. (4) The product is [Br:22][C:6]1[C:5]2[C:10](=[CH:11][C:2]([F:1])=[C:3]([O:13][CH3:14])[CH:4]=2)[C:9](=[O:12])[NH:8][CH:7]=1. The yield is 0.592. The reactants are [F:1][C:2]1[CH:11]=[C:10]2[C:5]([CH:6]=[CH:7][NH:8][C:9]2=[O:12])=[CH:4][C:3]=1[O:13][CH3:14].C1C(=O)N([Br:22])C(=O)C1. The catalyst is C(#N)C.